This data is from Reaction yield outcomes from USPTO patents with 853,638 reactions. The task is: Predict the reaction yield, written as a fraction of the theoretical maximum amount of product (1.0 means a 100% yield; for example, 0.34 means a 34% yield). (1) The reactants are [CH3:1][O:2][C:3]1[CH:4]=[C:5]([CH:30]=[CH:31][C:32]=1[O:33][CH2:34][C:35]1[CH:36]=[N:37][C:38]([O:41][CH3:42])=[CH:39][CH:40]=1)[CH2:6][N:7]1[C:11]2[CH:12]=[CH:13][C:14]([N:16]3[CH2:21][CH2:20][CH:19]([NH:22]C(=O)OC(C)(C)C)[CH2:18][CH2:17]3)=[CH:15][C:10]=2[N:9]=[CH:8]1.FC(F)(F)C(O)=O. The catalyst is ClCCl. The product is [CH3:1][O:2][C:3]1[CH:4]=[C:5]([CH:30]=[CH:31][C:32]=1[O:33][CH2:34][C:35]1[CH:36]=[N:37][C:38]([O:41][CH3:42])=[CH:39][CH:40]=1)[CH2:6][N:7]1[C:11]2[CH:12]=[CH:13][C:14]([N:16]3[CH2:21][CH2:20][CH:19]([NH2:22])[CH2:18][CH2:17]3)=[CH:15][C:10]=2[N:9]=[CH:8]1. The yield is 0.620. (2) The reactants are [CH2:1]([O:4][C:5]1[CH:14]=[CH:13][C:8]([CH2:9][N:10]([CH3:12])[CH3:11])=[CH:7][C:6]=1[N+:15]([O-])=O)[CH2:2][CH3:3].O.NN. The catalyst is C(O)C.[C].[Pd]. The product is [NH2:15][C:6]1[CH:7]=[C:8]([CH:13]=[CH:14][C:5]=1[O:4][CH2:1][CH2:2][CH3:3])[CH2:9][N:10]([CH3:12])[CH3:11]. The yield is 0.550. (3) The reactants are [CH3:1][CH2:2][O:3][C:4]([C:6]1[CH:11]([C:12]2[CH:13]=[CH:14][CH:15]=[CH:16][C:17]=2[Cl:18])[C:10]([C:19]([O:21][CH3:22])=[O:20])=[C:9]([CH3:23])[NH:8][C:7]=1[CH2:24][O:25][CH2:26][CH2:27][NH2:28])=[O:5].[C@:29]12([CH2:39][S:40]([OH:43])(=[O:42])=[O:41])[C:36]([CH3:38])([CH3:37])[CH:33]([CH2:34][CH2:35]1)[CH2:32][C:30]2=[O:31]. The catalyst is CO. The product is [CH3:1][CH2:2][O:3][C:4]([C:6]1[CH:11]([C:12]2[C:17]([Cl:18])=[CH:16][CH:15]=[CH:14][CH:13]=2)[C:10]([C:19]([O:21][CH3:22])=[O:20])=[C:9]([CH3:23])[NH:8][C:7]=1[CH2:24][O:25][CH2:26][CH2:27][NH2:28])=[O:5].[CH3:37][C:36]1([CH3:38])[C@:29]2([CH2:39][S:40]([OH:43])(=[O:42])=[O:41])[C:30]([CH2:32][C@H:33]1[CH2:34][CH2:35]2)=[O:31]. The yield is 0.868. (4) The reactants are C(OC([N:8]1[CH2:11][CH:10]([C:12]2[CH:38]=[CH:37][C:15]3[C:16]4[C:20]([CH2:21][CH2:22][O:23][C:14]=3[CH:13]=2)=[CH:19][N:18]([C:24]2[N:25]([C:29]3[CH:34]=[CH:33][C:32]([F:35])=[CH:31][C:30]=3[F:36])[N:26]=[CH:27][N:28]=2)[N:17]=4)[CH2:9]1)=O)(C)(C)C.[ClH:39]. The catalyst is O1CCOCC1. The product is [ClH:39].[NH:8]1[CH2:9][CH:10]([C:12]2[CH:38]=[CH:37][C:15]3[C:16]4[C:20]([CH2:21][CH2:22][O:23][C:14]=3[CH:13]=2)=[CH:19][N:18]([C:24]2[N:25]([C:29]3[CH:34]=[CH:33][C:32]([F:35])=[CH:31][C:30]=3[F:36])[N:26]=[CH:27][N:28]=2)[N:17]=4)[CH2:11]1. The yield is 1.00. (5) The reactants are Cl[C:2]1[C:3]([O:8][CH:9]2[CH2:14][CH2:13][N:12]([C:15]3[CH:24]=[CH:23][C:22]4[C:17](=[CH:18][CH:19]=[CH:20][CH:21]=4)[N:16]=3)[CH2:11][CH2:10]2)=[N:4][CH:5]=[CH:6][N:7]=1.C[C:26]1[CH:27]=[N:28][CH:29]=[CH:30][C:31]=1B1OC(C)(C)C(C)(C)O1.[O-]P([O-])([O-])=O.[K+].[K+].[K+].O1CCOC[CH2:50]1. The catalyst is O.C1C=CC(P(C2C=CC=CC=2)[C-]2C=CC=C2)=CC=1.C1C=CC(P(C2C=CC=CC=2)[C-]2C=CC=C2)=CC=1.Cl[Pd]Cl.[Fe+2]. The product is [CH3:50][C:27]1[CH:26]=[C:31]([C:2]2[C:3]([O:8][CH:9]3[CH2:14][CH2:13][N:12]([C:15]4[CH:24]=[CH:23][C:22]5[C:17](=[CH:18][CH:19]=[CH:20][CH:21]=5)[N:16]=4)[CH2:11][CH2:10]3)=[N:4][CH:5]=[CH:6][N:7]=2)[CH:30]=[CH:29][N:28]=1. The yield is 0.600. (6) The reactants are [F:1][C:2]1[CH:18]=[CH:17][C:5]([CH2:6][C:7]2[O:11][C:10]([CH:12]3OCC[O:13]3)=[CH:9][CH:8]=2)=[CH:4][CH:3]=1.C(O)(=O)CC(CC(O)=O)(C(O)=O)O. The catalyst is CO. The product is [F:1][C:2]1[CH:18]=[CH:17][C:5]([CH2:6][C:7]2[O:11][C:10]([CH:12]=[O:13])=[CH:9][CH:8]=2)=[CH:4][CH:3]=1. The yield is 0.510.